This data is from Catalyst prediction with 721,799 reactions and 888 catalyst types from USPTO. The task is: Predict which catalyst facilitates the given reaction. Reactant: [CH3:1][N:2]1[CH:6]=[CH:5][N:4]=[CH:3]1.[CH2:7]([Li])[CH2:8][CH2:9]C.CN(C)C(=O)C.COC(OC)N(C)C.[NH2:26][NH2:27]. Product: [CH3:1][N:2]1[CH:6]=[CH:5][N:4]=[C:3]1[C:7]1[NH:27][N:26]=[CH:9][CH:8]=1. The catalyst class is: 199.